From a dataset of Forward reaction prediction with 1.9M reactions from USPTO patents (1976-2016). Predict the product of the given reaction. (1) Given the reactants C(O[C:5](=[O:7])[CH3:6])(=O)C.[Cl:8][C:9]1[CH:14]=[CH:13][C:12]([S:15][C:16]2[C:24]3[C:23](=[N:25]O)[CH2:22][CH2:21][CH2:20][C:19]=3[NH:18][C:17]=2[CH3:27])=[CH:11][CH:10]=1.[I-].[Na+], predict the reaction product. The product is: [Cl:8][C:9]1[CH:10]=[CH:11][C:12]([S:15][C:16]2[C:24]3[C:19](=[CH:20][CH:21]=[CH:22][C:23]=3[NH:25][C:5](=[O:7])[CH3:6])[NH:18][C:17]=2[CH3:27])=[CH:13][CH:14]=1. (2) Given the reactants [N:1]1[S:2][N:3]=[C:4]2[CH:9]=[C:8]([C:10](=O)[CH2:11][CH3:12])[CH:7]=[CH:6][C:5]=12.[Cl:14][CH2:15][CH2:16][O:17][C:18]1[CH:23]=[CH:22][C:21]([C:24]([C:26]2[CH:31]=[CH:30][C:29]([OH:32])=[CH:28][CH:27]=2)=O)=[CH:20][CH:19]=1, predict the reaction product. The product is: [N:1]1[S:2][N:3]=[C:4]2[CH:9]=[C:8]([C:10]([CH2:11][CH3:12])=[C:24]([C:26]3[CH:31]=[CH:30][C:29]([OH:32])=[CH:28][CH:27]=3)[C:21]3[CH:22]=[CH:23][C:18]([O:17][CH2:16][CH2:15][Cl:14])=[CH:19][CH:20]=3)[CH:7]=[CH:6][C:5]=12. (3) Given the reactants [Br:1][C:2]1[CH:7]=[CH:6][C:5]([C:8]2[N:9]=[C:10](Cl)[C:11]3[CH2:16][O:15][C:14]([CH3:18])([CH3:17])[C:12]=3[N:13]=2)=[CH:4][CH:3]=1.Cl.[CH:21]12[O:28][CH:25]([CH2:26][CH2:27]1)[CH2:24][NH:23][CH2:22]2.C(N(CC)CC)C, predict the reaction product. The product is: [CH:25]12[O:28][CH:21]([CH2:27][CH2:26]1)[CH2:22][N:23]([C:10]1[C:11]3[CH2:16][O:15][C:14]([CH3:18])([CH3:17])[C:12]=3[N:13]=[C:8]([C:5]3[CH:6]=[CH:7][C:2]([Br:1])=[CH:3][CH:4]=3)[N:9]=1)[CH2:24]2. (4) The product is: [F:18][C:15]1[CH:16]=[CH:17][C:12]([C:8]2[C:9]3[C:4](=[CH:3][C:2]([S:27][C:23]4[CH:24]=[CH:25][CH:26]=[C:21]([F:20])[CH:22]=4)=[CH:11][CH:10]=3)[CH:5]=[N:6][N:7]=2)=[C:13]([CH3:19])[CH:14]=1. Given the reactants Cl[C:2]1[CH:3]=[C:4]2[C:9](=[CH:10][CH:11]=1)[C:8]([C:12]1[CH:17]=[CH:16][C:15]([F:18])=[CH:14][C:13]=1[CH3:19])=[N:7][N:6]=[CH:5]2.[F:20][C:21]1[CH:22]=[C:23]([SH:27])[CH:24]=[CH:25][CH:26]=1, predict the reaction product. (5) Given the reactants Cl.[CH3:2][S:3]([NH:6][C:7]1[N:12]=[C:11]2[NH:13][C:14]([C:16]([OH:18])=[O:17])=[CH:15][C:10]2=[CH:9][CH:8]=1)(=[O:5])=[O:4].[Cl:19]C1N=CC2C=C(C(O)=O)NC=2C=1, predict the reaction product. The product is: [ClH:19].[CH3:2][S:3]([NH:6][C:7]1[N:12]=[CH:11][C:10]2[CH:15]=[C:14]([C:16]([OH:18])=[O:17])[NH:13][C:9]=2[CH:8]=1)(=[O:5])=[O:4]. (6) Given the reactants [Cl:1][C:2]1[CH:7]=[CH:6][CH:5]=[CH:4][C:3]=1[C:8]#[C:9][C:10]1[S:23][C:13]2[C:14]3[CH:22]=[N:21][CH:20]=[CH:19][C:15]=3[O:16][CH2:17][CH2:18][C:12]=2[CH:11]=1.[N-:24]=[N+:25]=[N-:26].[Na+].O, predict the reaction product. The product is: [S:23]1[C:13]2[C:14]3[CH:22]=[N:21][CH:20]=[CH:19][C:15]=3[O:16][CH2:17][CH2:18][C:12]=2[CH:11]=[C:10]1[C:9]1[C:8]([C:3]2[CH:4]=[CH:5][CH:6]=[CH:7][C:2]=2[Cl:1])=[N:26][NH:25][N:24]=1. (7) Given the reactants [OH:1][C:2]1[C:3]2[CH:10]=[C:9](C(O)=O)[NH:8][C:4]=2[N:5]=[N:6][CH:7]=1.S1(CCCC1)(=O)=O.CO, predict the reaction product. The product is: [N:5]1[C:4]2[NH:8][CH:9]=[CH:10][C:3]=2[C:2]([OH:1])=[CH:7][N:6]=1.